Predict the product of the given reaction. From a dataset of Forward reaction prediction with 1.9M reactions from USPTO patents (1976-2016). (1) Given the reactants [P:1]([O-:21])([O:12][CH2:13][CH:14]([CH2:19][CH3:20])[CH2:15][CH2:16][CH2:17][CH3:18])([O:3][CH2:4][CH:5]([CH2:10][CH3:11])[CH2:6][CH2:7][CH2:8][CH3:9])=[O:2].[Br-].[CH3:23][N+:24]1[CH:28]=[CH:27][N:26]([CH2:29][CH2:30][CH2:31][CH2:32][CH2:33][CH2:34][CH2:35][CH2:36][CH2:37][CH3:38])[CH:25]=1.[OH-].[Na+], predict the reaction product. The product is: [CH2:10]([CH:5]([CH2:6][CH2:7][CH2:8][CH3:9])[CH2:4][O:3][P:1]([O-:21])([O:12][CH2:13][CH:14]([CH2:19][CH3:20])[CH2:15][CH2:16][CH2:17][CH3:18])=[O:2])[CH3:11].[CH3:23][N+:24]1[CH:28]=[CH:27][N:26]([CH2:29][CH2:30][CH2:31][CH2:32][CH2:33][CH2:34][CH2:35][CH2:36][CH2:37][CH3:38])[CH:25]=1. (2) Given the reactants CS([C:5]1[N:10]=[C:9]([C:11]2[N:15]3[CH:16]=[CH:17][CH:18]=[CH:19][C:14]3=[N:13][C:12]=2[C:20]2[CH:25]=[CH:24][CH:23]=[C:22]([CH3:26])[N:21]=2)[CH:8]=[CH:7][N:6]=1)(=O)=O.[N:27]1([CH2:33][CH2:34][NH2:35])[CH2:32][CH2:31][O:30][CH2:29][CH2:28]1, predict the reaction product. The product is: [CH3:26][C:22]1[N:21]=[C:20]([C:12]2[N:13]=[C:14]3[CH:19]=[CH:18][CH:17]=[CH:16][N:15]3[C:11]=2[C:9]2[CH:8]=[CH:7][N:6]=[C:5]([NH:35][CH2:34][CH2:33][N:27]3[CH2:32][CH2:31][O:30][CH2:29][CH2:28]3)[N:10]=2)[CH:25]=[CH:24][CH:23]=1. (3) Given the reactants [CH3:1][C:2]1[C:7]2[NH:8][C:9]3[C:14]([C:6]=2[CH:5]=[CH:4][N:3]=1)=[CH:13][CH:12]=[CH:11][CH:10]=3.C([O-])(=O)C.[Na+].[Br:20]Br.[OH-].[Na+], predict the reaction product. The product is: [Br:20][C:12]1[CH:13]=[C:14]2[C:9](=[CH:10][CH:11]=1)[NH:8][C:7]1[C:2]([CH3:1])=[N:3][CH:4]=[CH:5][C:6]2=1. (4) Given the reactants [CH3:1][O:2][C:3]1[CH:8]=[CH:7][C:6]([S:9]([NH:12][C:13]2[CH:18]=[CH:17][CH:16]=[C:15]([C:19]3[C:27]4[C:26]([NH:28][C@H:29]([C:31]5[N:36]([C:37]6[CH:42]=[CH:41][CH:40]=[CH:39][CH:38]=6)[C:35](=[O:43])[C:34]6=[C:44]([CH3:47])[CH:45]=[CH:46][N:33]6[N:32]=5)[CH3:30])=[N:25][CH:24]=[N:23][C:22]=4[N:21](COCC[Si](C)(C)C)[CH:20]=3)[CH:14]=2)(=[O:11])=[O:10])=[CH:5][CH:4]=1.FC(F)(F)C(O)=O.N, predict the reaction product. The product is: [CH3:1][O:2][C:3]1[CH:4]=[CH:5][C:6]([S:9]([NH:12][C:13]2[CH:18]=[CH:17][CH:16]=[C:15]([C:19]3[C:27]4[C:26]([NH:28][C@H:29]([C:31]5[N:36]([C:37]6[CH:42]=[CH:41][CH:40]=[CH:39][CH:38]=6)[C:35](=[O:43])[C:34]6=[C:44]([CH3:47])[CH:45]=[CH:46][N:33]6[N:32]=5)[CH3:30])=[N:25][CH:24]=[N:23][C:22]=4[NH:21][CH:20]=3)[CH:14]=2)(=[O:10])=[O:11])=[CH:7][CH:8]=1. (5) Given the reactants [CH3:1][C:2]1[CH:8]=[C:7]([CH3:9])[CH:6]=[CH:5][C:3]=1[NH2:4].C1(CN)CCCCC1.[O:18]=[C:19]1[C:27]2([CH2:31][O:30][C:29]3[CH:32]=[C:33]4[C:37](=[CH:38][C:28]2=3)[CH2:36][CH2:35][O:34]4)[C:26]2[C:21](=[CH:22][CH:23]=[CH:24][CH:25]=2)[N:20]1[CH2:39][C:40]1[CH:48]=[CH:47][CH:46]=[CH:45][C:41]=1[C:42](O)=[O:43].O=C1C2(COC3C=C4C(=CC2=3)CCO4)C2C(=CC=CC=2)N1CC1C=C(C=CC=1)C(O)=O, predict the reaction product. The product is: [CH3:1][C:2]1[CH:8]=[C:7]([CH3:9])[CH:6]=[CH:5][C:3]=1[NH:4][C:42](=[O:43])[C:41]1[CH:45]=[CH:46][CH:47]=[CH:48][C:40]=1[CH2:39][N:20]1[C:21]2[C:26](=[CH:25][CH:24]=[CH:23][CH:22]=2)[C:27]2([CH2:31][O:30][C:29]3[CH:32]=[C:33]4[C:37](=[CH:38][C:28]2=3)[CH2:36][CH2:35][O:34]4)[C:19]1=[O:18].